Dataset: NCI-60 drug combinations with 297,098 pairs across 59 cell lines. Task: Regression. Given two drug SMILES strings and cell line genomic features, predict the synergy score measuring deviation from expected non-interaction effect. (1) Drug 1: CC12CCC(CC1=CCC3C2CCC4(C3CC=C4C5=CN=CC=C5)C)O. Drug 2: CC1=C(N=C(N=C1N)C(CC(=O)N)NCC(C(=O)N)N)C(=O)NC(C(C2=CN=CN2)OC3C(C(C(C(O3)CO)O)O)OC4C(C(C(C(O4)CO)O)OC(=O)N)O)C(=O)NC(C)C(C(C)C(=O)NC(C(C)O)C(=O)NCCC5=NC(=CS5)C6=NC(=CS6)C(=O)NCCC[S+](C)C)O. Cell line: SF-295. Synergy scores: CSS=9.47, Synergy_ZIP=-9.85, Synergy_Bliss=-14.1, Synergy_Loewe=-44.7, Synergy_HSA=-11.4. (2) Drug 1: CCCS(=O)(=O)NC1=C(C(=C(C=C1)F)C(=O)C2=CNC3=C2C=C(C=N3)C4=CC=C(C=C4)Cl)F. Drug 2: C1C(C(OC1N2C=NC3=C2NC=NCC3O)CO)O. Cell line: HL-60(TB). Synergy scores: CSS=-7.01, Synergy_ZIP=2.58, Synergy_Bliss=10.6, Synergy_Loewe=-1.84, Synergy_HSA=-0.706. (3) Drug 1: CNC(=O)C1=NC=CC(=C1)OC2=CC=C(C=C2)NC(=O)NC3=CC(=C(C=C3)Cl)C(F)(F)F. Drug 2: CC1=C(C(=O)C2=C(C1=O)N3CC4C(C3(C2COC(=O)N)OC)N4)N. Cell line: K-562. Synergy scores: CSS=22.4, Synergy_ZIP=-1.90, Synergy_Bliss=2.01, Synergy_Loewe=-23.7, Synergy_HSA=3.88. (4) Drug 1: CCC1=CC2CC(C3=C(CN(C2)C1)C4=CC=CC=C4N3)(C5=C(C=C6C(=C5)C78CCN9C7C(C=CC9)(C(C(C8N6C)(C(=O)OC)O)OC(=O)C)CC)OC)C(=O)OC.C(C(C(=O)O)O)(C(=O)O)O. Drug 2: C1C(C(OC1N2C=C(C(=O)NC2=O)F)CO)O. Cell line: OVCAR-4. Synergy scores: CSS=49.4, Synergy_ZIP=2.69, Synergy_Bliss=0.862, Synergy_Loewe=3.63, Synergy_HSA=6.73. (5) Drug 1: CS(=O)(=O)C1=CC(=C(C=C1)C(=O)NC2=CC(=C(C=C2)Cl)C3=CC=CC=N3)Cl. Drug 2: CC1=CC2C(CCC3(C2CCC3(C(=O)C)OC(=O)C)C)C4(C1=CC(=O)CC4)C. Synergy scores: CSS=10.1, Synergy_ZIP=-1.49, Synergy_Bliss=4.94, Synergy_Loewe=5.57, Synergy_HSA=5.50. Cell line: U251. (6) Drug 1: C1=C(C(=O)NC(=O)N1)N(CCCl)CCCl. Drug 2: C(CN)CNCCSP(=O)(O)O. Cell line: RXF 393. Synergy scores: CSS=10.3, Synergy_ZIP=-4.55, Synergy_Bliss=0.538, Synergy_Loewe=-10.5, Synergy_HSA=-0.0364. (7) Drug 1: CC1=C(C(CCC1)(C)C)C=CC(=CC=CC(=CC(=O)O)C)C. Drug 2: C1CN1C2=NC(=NC(=N2)N3CC3)N4CC4. Cell line: HCT-15. Synergy scores: CSS=31.3, Synergy_ZIP=-9.00, Synergy_Bliss=-7.93, Synergy_Loewe=-14.5, Synergy_HSA=-5.10.